From a dataset of Reaction yield outcomes from USPTO patents with 853,638 reactions. Predict the reaction yield, written as a fraction of the theoretical maximum amount of product (1.0 means a 100% yield; for example, 0.34 means a 34% yield). (1) The reactants are [N:1]1[C:9]2[C:4](=[N:5][CH:6]=[CH:7][CH:8]=2)[S:3][C:2]=1[N:10]=[C:11](SC)SC.Cl.Cl.[NH2:18][CH2:19][C@@:20]1([OH:28])[CH:25]2[CH2:26][CH2:27][N:22]([CH2:23][CH2:24]2)[CH2:21]1.C(=O)([O-])[O-].[Cs+].[Cs+].O. The catalyst is CN(C=O)C. The product is [N:1]1[C:9]2[C:4](=[N:5][CH:6]=[CH:7][CH:8]=2)[S:3][C:2]=1[NH:10][C:11]1[O:28][C@:20]2([CH2:19][N:18]=1)[CH:25]1[CH2:26][CH2:27][N:22]([CH2:23][CH2:24]1)[CH2:21]2. The yield is 0.760. (2) The reactants are [C:1](=[O:15])([O:5][C:6]1[CH:11]=[CH:10][C:9]([N+:12]([O-:14])=[O:13])=[CH:8][CH:7]=1)[O:2][CH2:3]Cl.[I-:16].[Na+]. The catalyst is CC(C)=O. The product is [C:1](=[O:15])([O:5][C:6]1[CH:11]=[CH:10][C:9]([N+:12]([O-:14])=[O:13])=[CH:8][CH:7]=1)[O:2][CH2:3][I:16]. The yield is 0.890. (3) The reactants are [CH3:1][O:2][C:3]1[CH:8]=[C:7]([B:9]2[O:13][C:12]([CH3:15])([CH3:14])[C:11]([CH3:17])([CH3:16])[O:10]2)[CH:6]=[CH:5][C:4]=1[OH:18].[C:19]([O:23][C:24](=[O:30])[NH:25][CH2:26][CH2:27][CH2:28]Br)([CH3:22])([CH3:21])[CH3:20].C([O-])([O-])=O.[Cs+].[Cs+].O. The catalyst is [N+](CCCC)(CCCC)(CCCC)CCCC.[I-].CN(C=O)C. The product is [C:19]([O:23][C:24](=[O:30])[NH:25][CH2:26][CH2:27][CH2:28][O:18][C:4]1[CH:5]=[CH:6][C:7]([B:9]2[O:10][C:11]([CH3:17])([CH3:16])[C:12]([CH3:14])([CH3:15])[O:13]2)=[CH:8][C:3]=1[O:2][CH3:1])([CH3:22])([CH3:21])[CH3:20]. The yield is 0.800. (4) The reactants are [CH3:1][N:2]1[CH:6]=[C:5]([C:7]2[NH:36][C:10]3=[N:11][CH:12]=[CH:13][C:14]([C:15]4[CH:20]=[CH:19][C:18]([C:21]5([NH:24][C:25]([C:27]6OC(C(C)(C)C)=NN=6)=[O:26])[CH2:23][CH2:22]5)=[CH:17][CH:16]=4)=[C:9]3[N:8]=2)[CH:4]=[N:3]1.ClC1C=CN=C2NC(C3C=NN(C)C=3)=NC=12.[C:53]([C:57]1[CH:83]=[CH:82]C(C(NC2(C3C=CC(B4OC(C)(C)C(C)(C)O4)=CC=3)CC2)=O)=[CH:59][CH:58]=1)([CH3:56])([CH3:55])[CH3:54].P([O-])([O-])([O-])=O.[K+].[K+].[K+].C([O-])(=O)C.[Na+].C(#N)C. No catalyst specified. The product is [C:53]([C:57]1[CH:83]=[CH:82][C:27]([C:25]([NH:24][C:21]2([C:18]3[CH:17]=[CH:16][C:15]([C:14]4[CH:13]=[CH:12][N:11]=[C:10]5[NH:36][C:7]([C:5]6[CH:4]=[N:3][N:2]([CH3:1])[CH:6]=6)=[N:8][C:9]=45)=[CH:20][CH:19]=3)[CH2:22][CH2:23]2)=[O:26])=[CH:59][CH:58]=1)([CH3:56])([CH3:55])[CH3:54]. The yield is 0.530.